Dataset: Reaction yield outcomes from USPTO patents with 853,638 reactions. Task: Predict the reaction yield, written as a fraction of the theoretical maximum amount of product (1.0 means a 100% yield; for example, 0.34 means a 34% yield). (1) The reactants are [CH3:1][C:2]1[CH:7]=CC(P([C:3]2C=CC3[C:7](=CC=CC=3)[C:2]=2[C:1]2C3C(=CC=CC=3)C=CC=2P(C2C=[CH:7][C:2]([CH3:1])=[CH:3]C=2)C2C=[CH:7][C:2]([CH3:1])=[CH:3]C=2)C2C=[CH:7][C:2]([CH3:1])=[CH:3]C=2)=C[CH:3]=1.C1(C)C=CC=CC=1.[C:58]([C:62]1[CH:67]=[CH:66][C:65](Br)=[CH:64][CH:63]=1)([CH3:61])([CH3:60])[CH3:59].C([O:71]CC)C. The catalyst is CC([O-])=O.CC([O-])=O.[Pd+2].O. The product is [C:2]([O:71][C:65]1[CH:66]=[CH:67][C:62]([C:58]([CH3:61])([CH3:60])[CH3:59])=[CH:63][CH:64]=1)([CH3:7])([CH3:3])[CH3:1]. The yield is 0.530. (2) The reactants are [F:1][C:2]([F:14])([C:8]1[CH:13]=[CH:12][CH:11]=[CH:10][CH:9]=1)[CH2:3][O:4][CH2:5][CH:6]=[CH2:7].C1(CCCC[O:25]CCCO)C=CC=CC=1. No catalyst specified. The product is [F:1][C:2]([F:14])([C:8]1[CH:13]=[CH:12][CH:11]=[CH:10][CH:9]=1)[CH2:3][O:4][CH2:5][CH2:6][CH2:7][OH:25]. The yield is 0.960.